This data is from Reaction yield outcomes from USPTO patents with 853,638 reactions. The task is: Predict the reaction yield, written as a fraction of the theoretical maximum amount of product (1.0 means a 100% yield; for example, 0.34 means a 34% yield). (1) The reactants are I[C:2]1[C:10]2[C:5](=[N:6][CH:7]=[C:8]([C:11]3[CH:16]=[C:15]([O:17][CH3:18])[C:14]([O:19][CH3:20])=[C:13]([O:21][CH3:22])[CH:12]=3)[N:9]=2)[N:4]([Si](C(C)C)(C(C)C)C(C)C)[CH:3]=1.[Li]CCCC.[CH3:38][O:39][C:40]([CH3:48])([CH3:47])[C:41](N(OC)C)=[O:42]. The catalyst is O1CCCC1. The product is [CH3:38][O:39][C:40]([CH3:48])([CH3:47])[C:41]([C:2]1[C:10]2[C:5](=[N:6][CH:7]=[C:8]([C:11]3[CH:12]=[C:13]([O:21][CH3:22])[C:14]([O:19][CH3:20])=[C:15]([O:17][CH3:18])[CH:16]=3)[N:9]=2)[NH:4][CH:3]=1)=[O:42]. The yield is 0.0900. (2) The yield is 0.370. The reactants are [CH:1]1([CH2:4][N:5]2[C:9]3[CH:10]=[CH:11][C:12](C(O)=O)=[CH:13][C:8]=3[N:7]=[C:6]2[CH2:17][C:18]2[CH:23]=[CH:22][C:21]([O:24][CH2:25][CH3:26])=[CH:20][N:19]=2)[CH2:3][CH2:2]1.CN(C([O:34]N1N=NC2C=CC=NC1=2)=[N+](C)C)C.F[P-](F)(F)(F)(F)F.C[CH2:52][N:53]([CH:57]([CH3:59])C)[CH:54]([CH3:56])C.N1CCCC1. The catalyst is CN(C=O)C. The product is [CH:1]1([CH2:4][N:5]2[C:9]3[CH:10]=[CH:11][CH:12]=[C:13]([C:52]([N:53]4[CH2:54][CH2:56][CH2:59][CH2:57]4)=[O:34])[C:8]=3[N:7]=[C:6]2[CH2:17][C:18]2[CH:23]=[CH:22][C:21]([O:24][CH2:25][CH3:26])=[CH:20][N:19]=2)[CH2:3][CH2:2]1. (3) The catalyst is ClCCl. The yield is 0.810. The product is [F:1][C:2]1[CH:15]=[CH:14][C:13]2[N:12]([S:16]([C:19]3[CH:24]=[CH:23][C:22]([OH:25])=[CH:21][CH:20]=3)(=[O:18])=[O:17])[CH:11]([CH3:27])[C:10]3[C:5](=[CH:6][C:7]([F:28])=[CH:8][CH:9]=3)[C:4]=2[CH:3]=1. The reactants are [F:1][C:2]1[CH:15]=[CH:14][C:13]2[N:12]([S:16]([C:19]3[CH:24]=[CH:23][C:22]([O:25]C)=[CH:21][CH:20]=3)(=[O:18])=[O:17])[CH:11]([CH3:27])[C:10]3[C:5](=[CH:6][C:7]([F:28])=[CH:8][CH:9]=3)[C:4]=2[CH:3]=1.C1CCCCC=1.B(Br)(Br)Br.